Dataset: Catalyst prediction with 721,799 reactions and 888 catalyst types from USPTO. Task: Predict which catalyst facilitates the given reaction. (1) Reactant: [F:1][C:2]1[CH:8]=[CH:7][C:6]([N+:9]([O-:11])=[O:10])=[CH:5][C:3]=1[NH2:4].[C:12]1(=O)[O:16][CH2:15][CH2:14][CH2:13]1. Product: [F:1][C:2]1[CH:8]=[CH:7][C:6]([N+:9]([O-:11])=[O:10])=[CH:5][C:3]=1[N:4]1[CH2:12][CH2:13][CH2:14][C:15]1=[O:16]. The catalyst class is: 601. (2) Reactant: [CH3:1][C:2]1[N:7]([CH2:8][CH2:9][CH2:10][CH2:11][CH3:12])[CH:6]=[C:5]([C:13]([OH:15])=[O:14])[C:4](=[O:16])[CH:3]=1.C(=O)([O-])[O-].[Ca+2].[Cl-].[I-:23]. Product: [I:23][C:3]1[C:4](=[O:16])[C:5]([C:13]([OH:15])=[O:14])=[CH:6][N:7]([CH2:8][CH2:9][CH2:10][CH2:11][CH3:12])[C:2]=1[CH3:1]. The catalyst class is: 3. (3) Reactant: [C:1]1([CH3:32])[CH:6]=[CH:5][C:4]([S:7]([O:10][CH2:11][C@@H:12]([O:22][CH2:23][P:24]([CH:29]([CH3:31])[CH3:30])([CH:26]([CH3:28])[CH3:27])=[O:25])[CH2:13][O:14]CC2C=CC=CC=2)(=[O:9])=[O:8])=[CH:3][CH:2]=1. Product: [C:1]1([CH3:32])[CH:6]=[CH:5][C:4]([S:7]([O:10][CH2:11][C@@H:12]([O:22][CH2:23][P:24]([CH:29]([CH3:31])[CH3:30])([CH:26]([CH3:27])[CH3:28])=[O:25])[CH2:13][OH:14])(=[O:9])=[O:8])=[CH:3][CH:2]=1. The catalyst class is: 43. (4) Reactant: [C:1]([OH:9])(=[O:8])[CH:2]([CH2:4][C:5]([OH:7])=[O:6])[OH:3].C(O)(C)C.O.[CH3:15][CH2:16][O:17][C:18]([C:20]1[CH:25]([C:26]2[CH:27]=[CH:28][CH:29]=[CH:30][C:31]=2[Cl:32])[C:24]([C:33]([O:35][CH3:36])=[O:34])=[C:23]([CH3:37])[NH:22][C:21]=1[CH2:38][O:39][CH2:40][CH2:41][NH2:42])=[O:19]. Product: [CH3:15][CH2:16][O:17][C:18]([C:20]1[CH:25]([C:26]2[CH:27]=[CH:28][CH:29]=[CH:30][C:31]=2[Cl:32])[C:24]([C:33]([O:35][CH3:36])=[O:34])=[C:23]([CH3:37])[NH:22][C:21]=1[CH2:38][O:39][CH2:40][CH2:41][NH2:42])=[O:19].[C:1]([O-:9])(=[O:8])[CH:2]([CH2:4][C:5]([O-:7])=[O:6])[OH:3]. The catalyst class is: 282. (5) Reactant: Cl[C:2]1[C:3]2[C:4](=[CH:14][N:15](CC3C=CC(OC)=CC=3)[N:16]=2)[N:5]=[C:6]([C:8]2[CH:13]=[CH:12][N:11]=[CH:10][CH:9]=2)[N:7]=1.[NH:26]1[C:34]2[C:29](=[CH:30][C:31]([NH2:35])=[CH:32][CH:33]=2)[CH:28]=[N:27]1.Cl. Product: [NH:26]1[C:34]2[C:29](=[CH:30][C:31]([NH:35][C:2]3[C:3]4[NH:16][N:15]=[CH:14][C:4]=4[N:5]=[C:6]([C:8]4[CH:9]=[CH:10][N:11]=[CH:12][CH:13]=4)[N:7]=3)=[CH:32][CH:33]=2)[CH:28]=[N:27]1. The catalyst class is: 71. (6) Reactant: [Br:1][C:2]1[N:10]=[CH:9][N:8]=[C:7]2[C:3]=1[N:4]=[CH:5][NH:6]2.O.C1(C)C=CC(S(O)(=O)=O)=CC=1.[O:23]1[CH:28]=[CH:27][CH2:26][CH2:25][CH2:24]1. Product: [Br:1][C:2]1[N:10]=[CH:9][N:8]=[C:7]2[C:3]=1[N:4]=[CH:5][N:6]2[CH:24]1[CH2:25][CH2:26][CH2:27][CH2:28][O:23]1. The catalyst class is: 146.